From a dataset of Catalyst prediction with 721,799 reactions and 888 catalyst types from USPTO. Predict which catalyst facilitates the given reaction. (1) Reactant: C(Cl)Cl.[CH2:4]([CH:6]([C:9]1[C:10]2[N:11]([C:16]([C:20]3[CH:24]=[CH:23][O:22][C:21]=3[CH3:25])=[C:17]([CH3:19])[N:18]=2)[N:12]=[C:13]([CH3:15])[CH:14]=1)[CH2:7][CH3:8])[CH3:5].[Br:26]N1C(=O)CCC1=O. Product: [Br:26][C:23]1[O:22][C:21]([CH3:25])=[C:20]([C:16]2[N:11]3[N:12]=[C:13]([CH3:15])[CH:14]=[C:9]([CH:6]([CH2:7][CH3:8])[CH2:4][CH3:5])[C:10]3=[N:18][C:17]=2[CH3:19])[CH:24]=1. The catalyst class is: 6. (2) Reactant: [Cl:1][C:2]1[N:3]=[N:4][C:5]([Cl:12])=[CH:6][C:7]=1[C:8]([NH:10][CH3:11])=[O:9].[NH4+:13].[OH-]. The catalyst class is: 8. Product: [NH2:13][C:2]1[N:3]=[N:4][C:5]([Cl:12])=[CH:6][C:7]=1[C:8]([NH:10][CH3:11])=[O:9].[NH2:13][C:5]1[N:4]=[N:3][C:2]([Cl:1])=[C:7]([C:8]([NH:10][CH3:11])=[O:9])[CH:6]=1.